Task: Predict the reactants needed to synthesize the given product.. Dataset: Full USPTO retrosynthesis dataset with 1.9M reactions from patents (1976-2016) (1) Given the product [Cl:1][C:2]1[CH:7]=[CH:6][C:5]([C:8]2([C:11]3[C:20]([OH:21])=[C:19]([C:22]([OH:24])=[O:23])[C:18]4[C:13](=[C:14]([C:40]5[CH:45]=[CH:44][CH:43]=[CH:42][CH:41]=5)[CH:15]=[CH:16][CH:17]=4)[N:12]=3)[CH2:10][CH2:9]2)=[CH:4][CH:3]=1.[Cl:46][C:14]1[CH:15]=[CH:16][CH:17]=[C:18]2[C:13]=1[N:12]=[C:11]([C:8]1([C:5]3[CH:6]=[CH:7][C:2]([Cl:1])=[CH:3][CH:4]=3)[CH2:10][CH2:9]1)[C:20]([OH:21])=[C:19]2[C:22]([OH:24])=[O:23], predict the reactants needed to synthesize it. The reactants are: [Cl:1][C:2]1[CH:7]=[CH:6][C:5]([C:8]2([C:11]3[C:20]([OH:21])=[C:19]([C:22]([OH:24])=[O:23])[C:18]4[C:13](=[C:14](OC(F)(F)F)[CH:15]=[CH:16][CH:17]=4)[N:12]=3)[CH2:10][CH2:9]2)=[CH:4][CH:3]=1.C(OCC(C1([C:40]2[CH:45]=[CH:44][C:43]([Cl:46])=[CH:42][CH:41]=2)CC1)=O)(=O)C. (2) Given the product [N:30]1[CH:31]=[CH:32][CH:33]=[C:28]([C:24]2[CH:23]=[C:22]([C:21]3[CH2:20][C:19](=[O:35])[NH:18][C:9]4[CH:10]=[C:11]([C:14]([F:17])([F:16])[F:15])[CH:12]=[CH:13][C:8]=4[N:7]=3)[CH:27]=[CH:26][CH:25]=2)[N:29]=1, predict the reactants needed to synthesize it. The reactants are: C(OC(=O)[NH:7][C:8]1[CH:13]=[CH:12][C:11]([C:14]([F:17])([F:16])[F:15])=[CH:10][C:9]=1[NH:18][C:19](=[O:35])[CH2:20][C:21](=O)[C:22]1[CH:27]=[CH:26][CH:25]=[C:24]([C:28]2[N:29]=[N:30][CH:31]=[CH:32][CH:33]=2)[CH:23]=1)(C)(C)C.C(O)(C(F)(F)F)=O. (3) Given the product [C:19]([O:23][C:24]([NH:26][C@H:27]([CH2:32][C:33]1[CH:38]=[C:37]([F:39])[C:36]([F:40])=[CH:35][C:34]=1[F:41])[CH2:28][C:29]([N:10]1[CH2:11][CH2:12][C:13]2[CH:18]=[CH:17][N:16]=[N:15][C:14]=2[CH:9]1[CH3:8])=[O:30])=[O:25])([CH3:22])([CH3:20])[CH3:21], predict the reactants needed to synthesize it. The reactants are: FC(F)(F)C(O)=O.[CH3:8][CH:9]1[C:14]2[N:15]=[N:16][CH:17]=[CH:18][C:13]=2[CH2:12][CH2:11][NH:10]1.[C:19]([O:23][C:24]([NH:26][C@H:27]([CH2:32][C:33]1[CH:38]=[C:37]([F:39])[C:36]([F:40])=[CH:35][C:34]=1[F:41])[CH2:28][C:29](O)=[O:30])=[O:25])([CH3:22])([CH3:21])[CH3:20].C(N(CC)C(C)C)(C)C.F[P-](F)(F)(F)(F)F.N1C2N=CC=C(OC(N(C)C)=[N+](C)C)C=2N=N1.ON1C2N=CC=CC=2N=N1. (4) Given the product [NH2:1][C:2]1[C:10]2[C:5](=[N:6][C:7]([C:11]3[S:12][CH:13]=[CH:14][CH:15]=3)=[CH:8][CH:9]=2)[S:4][C:3]=1[C:16]([N:18]([CH2:29][CH2:30][C:31]([OH:33])=[O:32])[C:19]1[CH:24]=[CH:23][CH:22]=[C:21]([C:25]([F:27])([F:28])[F:26])[CH:20]=1)=[O:17], predict the reactants needed to synthesize it. The reactants are: [NH2:1][C:2]1[C:10]2[C:5](=[N:6][C:7]([C:11]3[S:12][CH:13]=[CH:14][CH:15]=3)=[CH:8][CH:9]=2)[S:4][C:3]=1[C:16]([N:18]([CH2:29][CH2:30][C:31]([O:33]CC)=[O:32])[C:19]1[CH:24]=[CH:23][CH:22]=[C:21]([C:25]([F:28])([F:27])[F:26])[CH:20]=1)=[O:17].[OH-].[Na+]. (5) The reactants are: [Br:1][C:2]1[CH:14]=[CH:13][C:12]2[C:11]3[C:6](=[CH:7][CH:8]=[CH:9][CH:10]=3)[CH2:5][C:4]=2[CH:3]=1.[OH-].[Na+].I[CH2:18][CH3:19].[C:20]1(C)C=CC=C[CH:21]=1. Given the product [Br:1][C:2]1[CH:14]=[CH:13][C:12]2[C:11]3[C:6](=[CH:7][CH:8]=[CH:9][CH:10]=3)[C:5]([CH2:18][CH3:19])([CH2:20][CH3:21])[C:4]=2[CH:3]=1, predict the reactants needed to synthesize it.